This data is from Forward reaction prediction with 1.9M reactions from USPTO patents (1976-2016). The task is: Predict the product of the given reaction. (1) Given the reactants C(O[C:4](=O)[CH2:5][CH2:6][CH3:7])C.[CH3:9][C:10]([CH3:12])=O.[C:13]([CH2:15][C:16]([NH2:18])=[O:17])#[N:14].N1CCCCC1, predict the reaction product. The product is: [CH3:9][C:10]1[CH:12]=[C:4]([CH2:5][CH2:6][CH3:7])[NH:18][C:16](=[O:17])[C:15]=1[C:13]#[N:14]. (2) Given the reactants [CH:1]1([NH:4][C:5](=[O:31])[C:6]2[CH:11]=[CH:10][C:9]([CH3:12])=[C:8]([N:13]3[C:22](=[O:23])[C:21]4[C:16](=[CH:17][CH:18]=[C:19]([O:24][CH2:25][C:26]([OH:30])([CH3:29])[CH2:27][OH:28])[CH:20]=4)[N:15]=[CH:14]3)[CH:7]=2)[CH2:3][CH2:2]1.[C:32]1([CH3:42])[CH:37]=[CH:36][C:35]([S:38](Cl)(=[O:40])=[O:39])=[CH:34][CH:33]=1, predict the reaction product. The product is: [CH3:42][C:32]1[CH:37]=[CH:36][C:35]([S:38]([O:28][CH2:27][C:26]([OH:30])([CH3:29])[CH2:25][O:24][C:19]2[CH:20]=[C:21]3[C:16](=[CH:17][CH:18]=2)[N:15]=[CH:14][N:13]([C:8]2[CH:7]=[C:6]([C:5]([NH:4][CH:1]4[CH2:3][CH2:2]4)=[O:31])[CH:11]=[CH:10][C:9]=2[CH3:12])[C:22]3=[O:23])(=[O:40])=[O:39])=[CH:34][CH:33]=1. (3) Given the reactants [H-].[Na+].[O:3]=[C:4]1[NH:9][CH2:8][CH2:7][N:6]([C:10]([O:12][C:13]([CH3:16])([CH3:15])[CH3:14])=[O:11])[CH2:5]1.Cl[CH2:18][C:19]1[CH:20]=[CH:21][C:22]([C:25]2[S:33][C:32]3[C:27](=[N:28][CH:29]=[CH:30][C:31]=3[O:34][C:35]3[CH:40]=[CH:39][C:38]([NH:41][C:42]([NH:44][CH:45]4[CH2:47][CH2:46]4)=[O:43])=[CH:37][C:36]=3[F:48])[CH:26]=2)=[N:23][CH:24]=1, predict the reaction product. The product is: [CH:45]1([NH:44][C:42](=[O:43])[NH:41][C:38]2[CH:39]=[CH:40][C:35]([O:34][C:31]3[CH:30]=[CH:29][N:28]=[C:27]4[CH:26]=[C:25]([C:22]5[N:23]=[CH:24][C:19]([CH2:18][N:9]6[CH2:8][CH2:7][N:6]([C:10]([O:12][C:13]([CH3:16])([CH3:15])[CH3:14])=[O:11])[CH2:5][C:4]6=[O:3])=[CH:20][CH:21]=5)[S:33][C:32]=34)=[C:36]([F:48])[CH:37]=2)[CH2:47][CH2:46]1. (4) Given the reactants [CH3:1][O:2][C:3]1[CH:4]=[C:5]([CH:17]=[CH:18][C:19]=1[O:20][CH3:21])[CH2:6][C:7]1[O:11][N:10]=[C:9]([C:12]([O:14]CC)=O)[N:8]=1.Cl.[Cl:23][C:24]1[CH:25]=[C:26]2[C:30](=[CH:31][CH:32]=1)[NH:29][CH:28]=[C:27]2[CH2:33][CH2:34][NH2:35].CN(C(ON1N=NC2C=CC=NC1=2)=[N+](C)C)C.F[P-](F)(F)(F)(F)F.C(N(CC)C(C)C)(C)C, predict the reaction product. The product is: [Cl:23][C:24]1[CH:25]=[C:26]2[C:30](=[CH:31][CH:32]=1)[NH:29][CH:28]=[C:27]2[CH2:33][CH2:34][NH:35][C:12]([C:9]1[N:8]=[C:7]([CH2:6][C:5]2[CH:17]=[CH:18][C:19]([O:20][CH3:21])=[C:3]([O:2][CH3:1])[CH:4]=2)[O:11][N:10]=1)=[O:14]. (5) The product is: [C:28]([O:27][C:26]([NH:25][CH2:24][C:23]1[CH:33]=[C:34]([C:2]2[CH:3]=[CH:4][N:5]3[C:10]([C:11]=2[CH3:12])=[C:9]([CH:13]2[CH2:15][CH2:14]2)[CH:8]=[C:7]([C:16]([O:18][CH3:19])=[O:17])[C:6]3=[O:20])[CH:35]=[CH:36][C:22]=1[OH:21])=[O:32])([CH3:31])([CH3:29])[CH3:30]. Given the reactants Cl[C:2]1[CH:3]=[CH:4][N:5]2[C:10]([C:11]=1[CH3:12])=[C:9]([CH:13]1[CH2:15][CH2:14]1)[CH:8]=[C:7]([C:16]([O:18][CH3:19])=[O:17])[C:6]2=[O:20].[OH:21][C:22]1[CH:36]=[CH:35][C:34](B2OC(C)(C)C(C)(C)O2)=[CH:33][C:23]=1[CH2:24][NH:25][C:26](=[O:32])[O:27][C:28]([CH3:31])([CH3:30])[CH3:29], predict the reaction product. (6) The product is: [F:1][C:2]1[C:7]([CH3:8])=[CH:6][CH:5]=[CH:4][C:3]=1[CH2:9][N:10]1[C:14]2[CH:15]=[C:16]([N:23]3[CH2:28][CH2:27][O:26][CH2:25][CH2:24]3)[CH:17]=[C:18]([C:19]([OH:21])=[O:20])[C:13]=2[N:12]=[C:11]1[CH3:29]. Given the reactants [F:1][C:2]1[C:7]([CH3:8])=[CH:6][CH:5]=[CH:4][C:3]=1[CH2:9][N:10]1[C:14]2[CH:15]=[C:16]([N:23]3[CH2:28][CH2:27][O:26][CH2:25][CH2:24]3)[CH:17]=[C:18]([C:19]([O:21]C)=[O:20])[C:13]=2[N:12]=[C:11]1[CH3:29].[Li+].[OH-], predict the reaction product.